From a dataset of Forward reaction prediction with 1.9M reactions from USPTO patents (1976-2016). Predict the product of the given reaction. (1) Given the reactants Cl.[N+:2]([C:5]1[CH:10]=[CH:9][C:8]([CH2:11][CH2:12][N:13]2[CH2:18][CH2:17][NH:16][CH2:15][C:14]2=[O:19])=[CH:7][CH:6]=1)([O-:4])=[O:3].Br[CH2:21][CH2:22][C:23]1[CH:28]=[CH:27][C:26]([N+:29]([O-:31])=[O:30])=[CH:25][CH:24]=1.C(N(CC)CC)C, predict the reaction product. The product is: [N+:2]([C:5]1[CH:10]=[CH:9][C:8]([CH2:11][CH2:12][N:13]2[CH2:18][CH2:17][N:16]([CH2:21][CH2:22][C:23]3[CH:24]=[CH:25][C:26]([N+:29]([O-:31])=[O:30])=[CH:27][CH:28]=3)[CH2:15][C:14]2=[O:19])=[CH:7][CH:6]=1)([O-:4])=[O:3]. (2) Given the reactants [CH:1]12[CH2:10][CH:5]3[CH2:6][CH:7]([CH2:9][CH:3]([CH2:4]3)[CH:2]1[NH:11][C:12]([N:14]1[CH2:19][CH2:18][C:17]3([C:27]4[C:22](=[CH:23][CH:24]=[CH:25][CH:26]=4)[NH:21][CH2:20]3)[CH2:16][CH2:15]1)=[O:13])[CH2:8]2.CCN(C(C)C)C(C)C.[C:37](Cl)(=[O:39])[CH3:38], predict the reaction product. The product is: [C:37]([N:21]1[C:22]2[C:27](=[CH:26][CH:25]=[CH:24][CH:23]=2)[C:17]2([CH2:16][CH2:15][N:14]([C:12]([NH:11][CH:2]3[CH:3]4[CH2:9][CH:7]5[CH2:6][CH:5]([CH2:10][CH:1]3[CH2:8]5)[CH2:4]4)=[O:13])[CH2:19][CH2:18]2)[CH2:20]1)(=[O:39])[CH3:38]. (3) The product is: [C:11]([C:10]1[CH:9]=[C:8]([N:7]([CH2:6][C:2]2[S:1][CH:5]=[CH:4][CH:3]=2)[C:23](=[O:28])[CH2:24][CH2:25][CH2:26][CH3:27])[CH:15]=[CH:14][CH:13]=1)#[N:12]. Given the reactants [S:1]1[CH:5]=[CH:4][CH:3]=[C:2]1[CH2:6][NH:7][C:8]1[CH:9]=[C:10]([CH:13]=[CH:14][CH:15]=1)[C:11]#[N:12].CN1CCOCC1.[C:23](Cl)(=[O:28])[CH2:24][CH2:25][CH2:26][CH3:27], predict the reaction product. (4) Given the reactants N#N.[CH3:3][C:4]1([C:9]2[CH:14]=[C:13]([CH2:15][N:16]3[N:20]=[C:19]([N+:21]([O-])=O)[CH:18]=[N:17]3)[CH:12]=[CH:11][N:10]=2)[O:8][CH2:7][CH2:6][O:5]1.[NH4+].[Cl-], predict the reaction product. The product is: [CH3:3][C:4]1([C:9]2[CH:14]=[C:13]([CH2:15][N:16]3[N:20]=[C:19]([NH2:21])[CH:18]=[N:17]3)[CH:12]=[CH:11][N:10]=2)[O:8][CH2:7][CH2:6][O:5]1. (5) Given the reactants [F:1][C:2]([F:54])([F:53])[C:3]1[CH:4]=[C:5]([N:13]([CH2:31][C:32]2[CH:37]=[C:36]([C:38]([F:41])([F:40])[F:39])[CH:35]=[CH:34][C:33]=2[C:42]2[CH:47]=[C:46]([CH:48]([CH3:50])[CH3:49])[CH:45]=[CH:44][C:43]=2[O:51][CH3:52])[C:14]2[N:19]=[CH:18][C:17]([O:20][CH2:21][CH2:22][CH2:23][C:24]([O:26]C(C)(C)C)=[O:25])=[CH:16][N:15]=2)[CH:6]=[C:7]([C:9]([F:12])([F:11])[F:10])[CH:8]=1.Cl, predict the reaction product. The product is: [F:54][C:2]([F:1])([F:53])[C:3]1[CH:4]=[C:5]([N:13]([CH2:31][C:32]2[CH:37]=[C:36]([C:38]([F:41])([F:39])[F:40])[CH:35]=[CH:34][C:33]=2[C:42]2[CH:47]=[C:46]([CH:48]([CH3:50])[CH3:49])[CH:45]=[CH:44][C:43]=2[O:51][CH3:52])[C:14]2[N:15]=[CH:16][C:17]([O:20][CH2:21][CH2:22][CH2:23][C:24]([OH:26])=[O:25])=[CH:18][N:19]=2)[CH:6]=[C:7]([C:9]([F:10])([F:12])[F:11])[CH:8]=1.